From a dataset of Experimentally validated miRNA-target interactions with 360,000+ pairs, plus equal number of negative samples. Binary Classification. Given a miRNA mature sequence and a target amino acid sequence, predict their likelihood of interaction. (1) The miRNA is hsa-miR-6820-3p with sequence UGUGACUUCUCCCCUGCCACAG. The protein sequence of the target gene is MNLEKLSKPELLTLFSILEGELEARDLVIEALKAQHRDTFIEERYGKYNISDPLMALQRDFETLKEKNDGEKQPVCTNPLSILKVVMKQCKNMQERMLSQLAAAESRHRKVILDLEEERQRHAQDTAEGDDVTYMLEKERERLTQQLEFEKSQVKKFEKEQKKLSSQLEEERSRHKQLSSMLVLECKKATNKAAEEGQKAGELSLKLEKEKSRVSKLEEELAAERKRGLQTEAQVEKQLSEFDIEREQLRAKLNREENRTKTLKEEMESLKKIVKDLEASHQHSSPNEQLKKPVTVSKGT.... Result: 1 (interaction). (2) The miRNA is hsa-miR-6754-5p with sequence CCAGGGAGGCUGGUUUGGAGGA. The protein sequence of the target gene is MSTGTFVVSQPLNYRGGARVEPVDASGTEKAFEPATGRVIATFACSGEKEVNLAVENAKAAFKLWSKKSGLERCQVLLEAARIIKERKDEIATVETINNGKSIFEARLDVDTCWQCLEYYAGLAASMAGEHIQLPGGSFGYTRREPLGVCVGIGAWNYPFQIACWKSAPALACGNAMIFKPSPFTPVSALLLAEIYTKAGAPPGLFNVVQGGAATGQFLCHHREVAKISFTGSVPTGVKIMEMSAKGVKPITLELGGKSPLIIFSDCNMENAVKGALMANFLTQGQVCCNGTRVFVQKEI.... Result: 0 (no interaction). (3) The miRNA is hsa-miR-3124-3p with sequence ACUUUCCUCACUCCCGUGAAGU. The protein sequence of the target gene is MDSSSFIQFDVPEYSSTVLSQLNELRLQGKLCDIIVHIQGQPFRAHKAVLAASSPYFRDHSALSTMSGLSISVIKNPNVFEQLLSFCYTGRMSLQLKDVVSFLTAASFLQMQCVIDKCTQILESIHSKISVGDVDSVTVGAEENPESRNGVKDSSFFANPVEISPPYCSQGRQPTASSDLRMETTPSKALRSRLQEEGHSDRGSSGSVSEYEIQIEGDHEQGDLLVRESQITEVKVKMEKSDRPSCSDSSSLGDDGYHTEMVDGEQVVAVNVGSYGSVLQHAYSYSQAASQPTNVSEAFG.... Result: 1 (interaction). (4) The miRNA is rno-miR-142-5p with sequence CAUAAAGUAGAAAGCACUACU. The protein sequence of the target gene is MAGIKALISLSFGGAIGLMFLMLGCALPIYNQYWPLFVLFFYILSPIPYCIARRLVDDTDAMSNACKELAIFLTTGIVVSAFGLPVVFARAHLIEWGACALVLTGNTVIFATILGFFLVFGSNDDFSWQQW. Result: 0 (no interaction). (5) The miRNA is hsa-miR-6126 with sequence GUGAAGGCCCGGCGGAGA. The protein sequence of the target gene is MDPVACEDVAVNFTQEEWALLDISQRKLYREVMLETFRNLTSIGKKWKDQNIEYEYQNPRRNFRSLIEGNVNEIKEDSHCGETFTQVPDDRLNFQEKKASPEAKSCDNFVCGEVGIGNSSFNMNIRGDIGHKAYEYQDYAPKPYKCQQPKKAFRYHPSFRTQERNHTGEKPYACKECGKTFISHSGIRRRMVMHSGDGPYKCKFCGKAVHCLRLYLIHERTHTGEKPYECKQCVKSFSYSATHRIHERTHTGEKPYECQQCGKAFHSSSSFQAHKRTHTGGKPYECKQCGKSFSWCHSFQ.... Result: 0 (no interaction). (6) The miRNA is mmu-miR-127-3p with sequence UCGGAUCCGUCUGAGCUUGGCU. The protein sequence of the target gene is MTTTTTFKGVDPNSRNSSRVLRPPGGGSNFSLGFDEPTEQPVRKNKMASNIFGTPEENQASWAKSAGAKSSGGREDLESSGLQRRNSSEASSGDFLDLKGEGDIHENVDTDLPGSLGQSEEKPVPAAPVPSPVAPAPVPSRRNPPGGKSSLVLG. Result: 0 (no interaction). (7) The miRNA is hsa-miR-32-3p with sequence CAAUUUAGUGUGUGUGAUAUUU. The protein sequence of the target gene is MGCIKSKGKDSLSDDGVDLKTQPVRNTERTIYVRDPTSNKQQRPVPESQLLPGQRFQTKDPEEQGDIVVALYPYDGIHPDDLSFKKGEKMKVLEEHGEWWKAKSLLTKKEGFIPSNYVAKLNTLETEEWFFKDITRKDAERQLLAPGNSAGAFLIRESETLKGSFSLSVRDFDPVHGDVIKHYKIRSLDNGGYYISPRITFPCISDMIKHYQKQADGLCRRLEKACISPKPQKPWDKDAWEIPRESIKLVKRLGAGQFGEVWMGYYNNSTKVAVKTLKPGTMSVQAFLEEANLMKTLQHD.... Result: 1 (interaction). (8) The miRNA is hsa-miR-4757-3p with sequence CAUGACGUCACAGAGGCUUCGC. The protein sequence of the target gene is MVELDADLDHIVPSVLPPFWAKLVVGFVSLLCFARSYDGDFVFDDSEAIVNNKDLQSDTPLGDLWHHDFWGSKLSSNTSHKSYRPLTVLTFRINYYLSGGFHPVGFHVVNILLHGSISILMLDVFSVLFGGLQYTGKGQRVHLAPRASLLATLLFAVHPVHTECVAGVVGRADLLCALFFLLSFLGYCQAFKETGNKEGTHSSTFWVLLSIFLGAVAMLCKEQGITVLGLNAVFDILVIGKLDILAAVRKVLHKDKSQENAGMFKNGGLLFRIALLTIGGTSMLYIRWKIMGTGPPAFTE.... Result: 0 (no interaction).